This data is from Reaction yield outcomes from USPTO patents with 853,638 reactions. The task is: Predict the reaction yield, written as a fraction of the theoretical maximum amount of product (1.0 means a 100% yield; for example, 0.34 means a 34% yield). The reactants are [CH3:1][C:2]1([CH3:41])[CH2:10][C:9]2[N:8](COCC[Si](C)(C)C)[N:7]=[C:6]([C:19]3[N:20](COCC[Si](C)(C)C)[C:21]4[C:26]([CH:27]=3)=[CH:25][CH:24]=[C:23]([N:28]([CH3:32])[C:29](=[O:31])[CH3:30])[CH:22]=4)[C:5]=2[CH2:4][CH2:3]1.[F-].C([N+](CCCC)(CCCC)CCCC)CCC. The catalyst is CN(C)C=O. The product is [CH3:1][C:2]1([CH3:41])[CH2:10][C:9]2[NH:8][N:7]=[C:6]([C:19]3[NH:20][C:21]4[C:26]([CH:27]=3)=[CH:25][CH:24]=[C:23]([N:28]([CH3:32])[C:29](=[O:31])[CH3:30])[CH:22]=4)[C:5]=2[CH2:4][CH2:3]1. The yield is 0.420.